This data is from Catalyst prediction with 721,799 reactions and 888 catalyst types from USPTO. The task is: Predict which catalyst facilitates the given reaction. Reactant: Cl.[F:2][C:3]1[CH:8]=[CH:7][C:6]([CH:9]([C:17]2[CH:22]=[CH:21][C:20]([F:23])=[CH:19][CH:18]=2)[CH:10]2[C:15](=[O:16])[CH2:14][CH2:13][NH:12][CH2:11]2)=[CH:5][CH:4]=1.[CH3:24][O:25][C:26]1[CH:33]=[CH:32][C:31]([N+:34]([O-:36])=[O:35])=[CH:30][C:27]=1[CH2:28]Br.C(=O)([O-])[O-].[K+].[K+].C(OCC)(=O)C. Product: [F:2][C:3]1[CH:8]=[CH:7][C:6]([CH:9]([C:17]2[CH:18]=[CH:19][C:20]([F:23])=[CH:21][CH:22]=2)[CH:10]2[C:15](=[O:16])[CH2:14][CH2:13][N:12]([CH2:28][C:27]3[CH:30]=[C:31]([N+:34]([O-:36])=[O:35])[CH:32]=[CH:33][C:26]=3[O:25][CH3:24])[CH2:11]2)=[CH:5][CH:4]=1. The catalyst class is: 391.